This data is from Full USPTO retrosynthesis dataset with 1.9M reactions from patents (1976-2016). The task is: Predict the reactants needed to synthesize the given product. (1) Given the product [F:45][C:44]1[CH:43]=[C:42]([C:46]([OH:49])([CH3:48])[CH3:47])[CH:41]=[C:40]([F:50])[C:39]=1[C:34]1[N:33]=[C:32]([C:30]([NH:29][C:12]2[C:13]([N:14]3[CH2:19][C@H:18]([CH3:20])[CH2:17][C@H:16]([NH:21][C:22](=[O:23])[O:24][C:25]([CH3:28])([CH3:27])[CH3:26])[CH2:15]3)=[C:8]3[CH2:7][CH2:6][CH:5]([OH:4])[C:9]3=[N:10][CH:11]=2)=[O:31])[CH:37]=[CH:36][C:35]=1[F:38], predict the reactants needed to synthesize it. The reactants are: C([O:4][CH:5]1[C:9]2=[N:10][CH:11]=[C:12]([NH:29][C:30]([C:32]3[CH:37]=[CH:36][C:35]([F:38])=[C:34]([C:39]4[C:44]([F:45])=[CH:43][C:42]([C:46]([OH:49])([CH3:48])[CH3:47])=[CH:41][C:40]=4[F:50])[N:33]=3)=[O:31])[C:13]([N:14]3[CH2:19][C@H:18]([CH3:20])[CH2:17][C@H:16]([NH:21][C:22]([O:24][C:25]([CH3:28])([CH3:27])[CH3:26])=[O:23])[CH2:15]3)=[C:8]2[CH2:7][CH2:6]1)(=O)C.C1COCC1.[OH-].[Na+]. (2) Given the product [CH2:6]([O:5][CH2:4][C:3](=[O:2])[CH2:24][O:25][CH2:26][CH2:27][CH2:28][CH2:29][CH2:30][CH2:31][CH2:32][CH2:33]/[CH:34]=[CH:35]\[CH2:36]/[CH:37]=[CH:38]\[CH2:39][CH2:40][CH2:41][CH2:42][CH3:43])[CH2:7][CH2:8][CH2:9][CH2:10][CH2:11][CH2:12][CH2:13]/[CH:14]=[CH:15]\[CH2:16]/[CH:17]=[CH:18]\[CH2:19][CH2:20][CH2:21][CH2:22][CH3:23], predict the reactants needed to synthesize it. The reactants are: C[O:2][C:3](OC)([CH2:24][O:25][CH2:26][CH2:27][CH2:28][CH2:29][CH2:30][CH2:31][CH2:32][CH2:33]/[CH:34]=[CH:35]\[CH2:36]/[CH:37]=[CH:38]\[CH2:39][CH2:40][CH2:41][CH2:42][CH3:43])[CH2:4][O:5][CH2:6][CH2:7][CH2:8][CH2:9][CH2:10][CH2:11][CH2:12][CH2:13]/[CH:14]=[CH:15]\[CH2:16]/[CH:17]=[CH:18]\[CH2:19][CH2:20][CH2:21][CH2:22][CH3:23].Cl. (3) Given the product [ClH:6].[NH2:25][C:26]1[CH:33]=[C:32]([NH:34][C:7]2[N:8]=[C:9]([N:16]3[CH2:20][CH2:19][C@H:18]([NH:21][C:22](=[O:24])[CH3:23])[CH2:17]3)[C:10]3[CH2:15][CH2:14][CH2:13][C:11]=3[N:12]=2)[CH:31]=[C:28]([C:29]#[N:30])[CH:27]=1, predict the reactants needed to synthesize it. The reactants are: C(O)CCC.[Cl:6][C:7]1[N:8]=[C:9]([N:16]2[CH2:20][CH2:19][C@H:18]([NH:21][C:22](=[O:24])[CH3:23])[CH2:17]2)[C:10]2[CH2:15][CH2:14][CH2:13][C:11]=2[N:12]=1.[NH2:25][C:26]1[CH:27]=[C:28]([CH:31]=[C:32]([NH2:34])[CH:33]=1)[C:29]#[N:30]. (4) Given the product [N:2]1([CH2:3][CH2:4][CH2:5][C:6]2[C:14]3[CH2:13][CH2:12][CH2:11][CH2:10][C:9]=3[NH:8][C:7]=2[CH:15]=[O:16])[CH2:1][CH2:22][O:21][CH2:20][CH2:17]1, predict the reactants needed to synthesize it. The reactants are: [CH3:1][N:2]([CH3:17])[CH2:3][CH2:4][CH2:5][C:6]1[C:14]2[CH2:13][CH2:12][CH2:11][CH2:10][C:9]=2[NH:8][C:7]=1[CH:15]=[O:16].N1C[CH2:22][O:21][CH2:20]C1. (5) Given the product [NH2:21][C:20]1[N:12]([CH:10]([C:2]2[NH:3][C:4]3[CH:9]=[CH:8][CH:7]=[CH:6][C:5]=3[N:1]=2)[CH3:11])[C:13](=[S:14])[NH:15][C:23](=[O:24])[CH:22]=1, predict the reactants needed to synthesize it. The reactants are: [NH:1]1[C:5]2[CH:6]=[CH:7][CH:8]=[CH:9][C:4]=2[N:3]=[C:2]1[CH:10]([NH:12][C:13]([NH2:15])=[S:14])[CH3:11].[O-]CC.[Na+].[C:20]([CH2:22][C:23](OCC)=[O:24])#[N:21].S(=O)(=O)(O)O. (6) Given the product [CH2:1]([N:8]1[CH2:13][CH:12]([CH3:14])[CH:11]([OH:15])[CH:10]([CH3:16])[CH2:9]1)[C:2]1[CH:3]=[CH:4][CH:5]=[CH:6][CH:7]=1, predict the reactants needed to synthesize it. The reactants are: [CH2:1]([N:8]1[CH2:13][CH:12]([CH3:14])[C:11](=[O:15])[CH:10]([CH3:16])[CH2:9]1)[C:2]1[CH:7]=[CH:6][CH:5]=[CH:4][CH:3]=1. (7) Given the product [CH3:16][N:17]1[CH2:2][C:3]2[C:4](=[C:9]([N+:13]([O-:15])=[O:14])[CH:10]=[CH:11][CH:12]=2)[C:5]1=[O:6], predict the reactants needed to synthesize it. The reactants are: Br[CH2:2][C:3]1[CH:12]=[CH:11][CH:10]=[C:9]([N+:13]([O-:15])=[O:14])[C:4]=1[C:5](OC)=[O:6].[CH3:16][NH2:17].C(Cl)Cl.CCOC(C)=O. (8) Given the product [CH3:15][C:8]1([CH3:16])[C:7]2[N:12]([C:13]3[N:14]=[C:2]([C:31]4[CH:32]=[N:33][C:34]([NH2:37])=[N:35][CH:36]=4)[N:3]=[C:4]([N:17]4[CH2:22][CH2:21][O:20][CH2:19][CH2:18]4)[C:5]=3[CH:6]=2)[CH2:11][CH2:10][O:9]1, predict the reactants needed to synthesize it. The reactants are: Cl[C:2]1[N:3]=[C:4]([N:17]2[CH2:22][CH2:21][O:20][CH2:19][CH2:18]2)[C:5]2[CH:6]=[C:7]3[N:12]([C:13]=2[N:14]=1)[CH2:11][CH2:10][O:9][C:8]3([CH3:16])[CH3:15].CC1(C)C(C)(C)OB([C:31]2[CH:32]=[N:33][C:34]([NH2:37])=[N:35][CH:36]=2)O1.C(=O)([O-])[O-].[Na+].[Na+]. (9) Given the product [C:19]([C:16]1[NH:17][C:18]2[C:14]([CH:15]=1)=[CH:13][CH:12]=[CH:11][C:10]=2[NH:9][S:6]([C:2]1[S:1][CH:5]=[CH:4][CH:3]=1)(=[O:7])=[O:8])#[N:21], predict the reactants needed to synthesize it. The reactants are: [S:1]1[CH:5]=[CH:4][CH:3]=[C:2]1[S:6]([NH:9][C:10]1[CH:11]=[CH:12][CH:13]=[C:14]2[C:18]=1[NH:17][C:16]([C:19]([NH2:21])=O)=[CH:15]2)(=[O:8])=[O:7].FC(F)(F)C(OC(=O)C(F)(F)F)=O.